From a dataset of Forward reaction prediction with 1.9M reactions from USPTO patents (1976-2016). Predict the product of the given reaction. (1) Given the reactants C([Mg]Cl)CCC.C([Li])CCC.[Br:12][C:13]1[CH:18]=[CH:17][C:16](Br)=[CH:15][N:14]=1.CN(C)[CH:22]=[O:23], predict the reaction product. The product is: [Br:12][C:13]1[N:14]=[CH:15][C:16]([CH:22]=[O:23])=[CH:17][CH:18]=1. (2) Given the reactants [NH2:1][C:2]1[C:3]([CH3:8])=[CH:4][CH:5]=[CH:6][CH:7]=1.C[Al](C)C.[CH3:13][O:14][C:15]1[CH:16]=[C:17]([CH:20]=[CH:21][CH:22]=1)[C:18]#N.ClCCl.C[OH:27], predict the reaction product. The product is: [CH3:13][O:14][C:15]1[CH:16]=[C:17]([CH:20]=[CH:21][CH:22]=1)[C:18]([NH:1][C:2]1[CH:7]=[CH:6][CH:5]=[CH:4][C:3]=1[CH3:8])=[O:27]. (3) Given the reactants Br[C:2]1[CH:8]=[CH:7][C:5]([NH2:6])=[C:4]([N+:9]([O-:11])=[O:10])[CH:3]=1.[C:12](C1C=CC(B(O)O)=CC=1)#[N:13].C([O-])([O-])=O.[Na+].[Na+].[C:29]1(C)[CH:34]=[CH:33][CH:32]=[CH:31][CH:30]=1.CCO.O, predict the reaction product. The product is: [NH2:6][C:5]1([C:12]#[N:13])[CH:7]=[CH:8][C:2]([C:29]2[CH:34]=[CH:33][CH:32]=[CH:31][CH:30]=2)=[CH:3][CH:4]1[N+:9]([O-:11])=[O:10]. (4) Given the reactants CS(C)=O.C(Cl)(=O)C(Cl)=O.[C:11]([O:15][C:16](=[O:33])[CH2:17][CH2:18][C@H:19]([NH:22][C:23]([O:25][CH2:26][C:27]1[CH:32]=[CH:31][CH:30]=[CH:29][CH:28]=1)=[O:24])[CH2:20][OH:21])([CH3:14])([CH3:13])[CH3:12].C(N(CC)CC)C, predict the reaction product. The product is: [C:11]([O:15][C:16](=[O:33])[CH2:17][CH2:18][C@H:19]([NH:22][C:23]([O:25][CH2:26][C:27]1[CH:32]=[CH:31][CH:30]=[CH:29][CH:28]=1)=[O:24])[CH:20]=[O:21])([CH3:14])([CH3:12])[CH3:13]. (5) Given the reactants C([N:8]1[CH2:13][CH2:12][O:11][C@@H:10]2[CH2:14][CH2:15][C:16]([F:18])([F:17])[C@@H:9]12)C1C=CC=CC=1.[ClH:19], predict the reaction product. The product is: [ClH:19].[F:18][C:16]1([F:17])[C@@H:9]2[C@H:10]([O:11][CH2:12][CH2:13][NH:8]2)[CH2:14][CH2:15]1. (6) Given the reactants [OH:1][C@@H:2]1[CH2:11][CH2:10][C@@H:9]2[C@H:4]([CH2:5][C@@H:6]([C:16]([O:18][CH2:19][CH3:20])=[O:17])[N:7]([C:12]([O:14][CH3:15])=[O:13])[CH2:8]2)[CH2:3]1.C(N(CC)CC)C.[CH3:28][S:29](Cl)(=[O:31])=[O:30].[Cl-].[NH4+], predict the reaction product. The product is: [CH3:28][S:29]([O:1][C@@H:2]1[CH2:11][CH2:10][C@@H:9]2[C@H:4]([CH2:5][C@@H:6]([C:16]([O:18][CH2:19][CH3:20])=[O:17])[N:7]([C:12]([O:14][CH3:15])=[O:13])[CH2:8]2)[CH2:3]1)(=[O:31])=[O:30].